Dataset: Full USPTO retrosynthesis dataset with 1.9M reactions from patents (1976-2016). Task: Predict the reactants needed to synthesize the given product. (1) Given the product [I:12][C:13]1[CH:14]=[CH:15][C:16]2[N:17]([C:20]([C:28]3[CH:33]=[CH:32][CH:31]=[CH:30][N:29]=3)=[C:21]([C:23]([NH:1][C:2]3[CH:7]=[CH:6][CH:5]=[CH:4][CH:3]=3)=[O:24])[N:22]=2)[C:18]=1[CH3:19], predict the reactants needed to synthesize it. The reactants are: [NH2:1][C:2]1[CH:7]=[CH:6][CH:5]=[CH:4][CH:3]=1.C[Al](C)C.[I:12][C:13]1[CH:14]=[CH:15][C:16]2[N:17]([C:20]([C:28]3[CH:33]=[CH:32][CH:31]=[CH:30][N:29]=3)=[C:21]([C:23](OCC)=[O:24])[N:22]=2)[C:18]=1[CH3:19].[Cl-].[NH4+]. (2) Given the product [CH3:22][NH:24][S:2]([C:5]1[CH:14]=[CH:13][C:12]2[NH:11][C:10](=[O:15])[C:9]3[NH:16][CH:17]=[CH:18][C:8]=3[C:7]=2[CH:6]=1)(=[O:3])=[O:4].[CH2:18]([C:19]([O-:21])=[O:20])[CH3:17], predict the reactants needed to synthesize it. The reactants are: Cl[S:2]([C:5]1[CH:14]=[CH:13][C:12]2[NH:11][C:10](=[O:15])[C:9]3[NH:16][CH:17]=[C:18]([C:19]([OH:21])=[O:20])[C:8]=3[C:7]=2[CH:6]=1)(=[O:4])=[O:3].[CH2:22]([N:24](CC)CC)C.Cl.CN. (3) Given the product [C:15]([O:14][C:12]([N:6]1[CH2:7][C@H:8]([O:10][CH3:11])[CH2:9][C@@H:5]1[C:3]([OH:4])=[O:2])=[O:13])([CH3:18])([CH3:16])[CH3:17], predict the reactants needed to synthesize it. The reactants are: C[O:2][C:3]([C@H:5]1[CH2:9][C@@H:8]([O:10][CH3:11])[CH2:7][N:6]1[C:12]([O:14][C:15]([CH3:18])([CH3:17])[CH3:16])=[O:13])=[O:4].O.O[Li].O. (4) Given the product [C:26]([C:25]1[C:20]([O:19][CH:17]([CH3:18])[CH2:16][CH2:15][O:14][C:11]2[CH:12]=[CH:13][C:8]([CH2:7][CH2:6][C:5]([OH:37])=[O:4])=[C:9]([CH3:36])[CH:10]=2)=[N:21][CH:22]=[C:23]([CH2:34][CH3:35])[CH:24]=1)(=[O:33])[C:27]1[CH:28]=[CH:29][CH:30]=[CH:31][CH:32]=1, predict the reactants needed to synthesize it. The reactants are: [OH-].[Na+].C[O:4][C:5](=[O:37])[CH2:6][CH2:7][C:8]1[CH:13]=[CH:12][C:11]([O:14][CH2:15][CH2:16][CH:17]([O:19][C:20]2[C:25]([C:26](=[O:33])[C:27]3[CH:32]=[CH:31][CH:30]=[CH:29][CH:28]=3)=[CH:24][C:23]([CH2:34][CH3:35])=[CH:22][N:21]=2)[CH3:18])=[CH:10][C:9]=1[CH3:36].Cl. (5) Given the product [Cl:10][C:6]1[N:5]=[C:4]([S:11][CH3:12])[N:3]=[C:2]2[N:21]([CH2:19][CH3:20])[N:22]=[CH:8][C:7]=12, predict the reactants needed to synthesize it. The reactants are: Cl[C:2]1[C:7]([CH:8]=O)=[C:6]([Cl:10])[N:5]=[C:4]([S:11][CH3:12])[N:3]=1.C(O)(=O)C(O)=O.[CH2:19]([NH:21][NH2:22])[CH3:20]. (6) Given the product [Cl:1][C:2]12[CH2:11][CH:6]3[CH2:7][CH:8]([CH2:10][C:4]([CH2:12][C:13]([Cl:18])=[O:15])([CH2:5]3)[CH2:3]1)[CH2:9]2, predict the reactants needed to synthesize it. The reactants are: [Cl:1][C:2]12[CH2:11][CH:6]3[CH2:7][CH:8]([CH2:10][C:4]([CH2:12][C:13]([OH:15])=O)([CH2:5]3)[CH2:3]1)[CH2:9]2.S(Cl)([Cl:18])=O. (7) Given the product [S:23]1[CH:27]=[CH:26][N:25]=[C:24]1[NH:28][C:18]([C:17]1[C:11]2[O:10][C:9]([C:5]3[CH:6]=[CH:7][CH:8]=[C:3]([C:2]([F:22])([F:1])[F:21])[CH:4]=3)=[N:13][C:12]=2[CH:14]=[CH:15][CH:16]=1)=[O:19], predict the reactants needed to synthesize it. The reactants are: [F:1][C:2]([F:22])([F:21])[C:3]1[CH:4]=[C:5]([C:9]2[O:10][C:11]3[C:17]([C:18](O)=[O:19])=[CH:16][CH:15]=[CH:14][C:12]=3[N:13]=2)[CH:6]=[CH:7][CH:8]=1.[S:23]1[CH:27]=[CH:26][N:25]=[C:24]1[NH2:28].CN(C(ON1N=NC2C=CC=NC1=2)=[N+](C)C)C.F[P-](F)(F)(F)(F)F.CCN(C(C)C)C(C)C.